Dataset: Peptide-MHC class I binding affinity with 185,985 pairs from IEDB/IMGT. Task: Regression. Given a peptide amino acid sequence and an MHC pseudo amino acid sequence, predict their binding affinity value. This is MHC class I binding data. (1) The peptide sequence is FYSEESPTEY. The binding affinity (normalized) is 0.0568. The MHC is HLA-A30:02 with pseudo-sequence HLA-A30:02. (2) The peptide sequence is HTLSIHDGY. The MHC is HLA-A23:01 with pseudo-sequence HLA-A23:01. The binding affinity (normalized) is 0. (3) The peptide sequence is RYYDGNIYEL. The MHC is HLA-A30:02 with pseudo-sequence HLA-A30:02. The binding affinity (normalized) is 0.915. (4) The peptide sequence is FVAATGRPL. The MHC is HLA-B15:42 with pseudo-sequence HLA-B15:42. The binding affinity (normalized) is 0.213. (5) The peptide sequence is QEGVSVTVT. The MHC is HLA-B40:01 with pseudo-sequence HLA-B40:01. The binding affinity (normalized) is 0.00957.